Dataset: Catalyst prediction with 721,799 reactions and 888 catalyst types from USPTO. Task: Predict which catalyst facilitates the given reaction. (1) Reactant: CN([P+](ON1N=NC2C=CC=CC1=2)(N(C)C)N(C)C)C.F[P-](F)(F)(F)(F)F.C(N(CC)CC)C.[NH2:35][C:36]1[N:44]=[CH:43][CH:42]=[CH:41][C:37]=1[C:38]([OH:40])=O.[C:45]1([C:51]2[CH:58]=[CH:57][C:54]([CH2:55][NH2:56])=[CH:53][CH:52]=2)[CH:50]=[CH:49][CH:48]=[CH:47][CH:46]=1. Product: [C:45]1([C:51]2[CH:58]=[CH:57][C:54]([CH2:55][NH:56][C:38](=[O:40])[C:37]3[CH:41]=[CH:42][CH:43]=[N:44][C:36]=3[NH2:35])=[CH:53][CH:52]=2)[CH:50]=[CH:49][CH:48]=[CH:47][CH:46]=1. The catalyst class is: 3. (2) Reactant: Cl[CH:2]([CH2:5][CH2:6][CH2:7][CH2:8][CH2:9][CH2:10][CH2:11][CH2:12][CH2:13][CH3:14])[CH:3]=[O:4].[O:15]=[C:16]([CH3:23])/[CH:17]=[CH:18]/[C:19]([O:21][CH3:22])=[O:20]. Product: [CH2:5]([C@H:2]1[C@@H:18]([C:19]([O:21][CH3:22])=[O:20])[CH:17]=[C:16]([CH3:23])[O:15][C:3]1=[O:4])[CH2:6][CH2:7][CH2:8][CH2:9][CH2:10][CH2:11][CH2:12][CH2:13][CH3:14]. The catalyst class is: 22.